From a dataset of Full USPTO retrosynthesis dataset with 1.9M reactions from patents (1976-2016). Predict the reactants needed to synthesize the given product. (1) The reactants are: Cl.[NH2:2][CH2:3][C:4]1[CH:13]=[CH:12][CH:11]=[C:10]2[C:5]=1[C:6](=[O:23])[N:7]([CH:15]1[CH2:20][CH2:19][C:18](=[O:21])[NH:17][C:16]1=[O:22])[C:8]([CH3:14])=[N:9]2.[C:24](Cl)(=[O:31])[C:25]1[CH:30]=[CH:29][CH:28]=[CH:27][CH:26]=1.C(N(CC)C(C)C)(C)C. Given the product [O:22]=[C:16]1[CH:15]([N:7]2[C:6](=[O:23])[C:5]3[C:10](=[CH:11][CH:12]=[CH:13][C:4]=3[CH2:3][NH:2][C:24](=[O:31])[C:25]3[CH:30]=[CH:29][CH:28]=[CH:27][CH:26]=3)[N:9]=[C:8]2[CH3:14])[CH2:20][CH2:19][C:18](=[O:21])[NH:17]1, predict the reactants needed to synthesize it. (2) Given the product [CH3:23][C:6]1[CH:5]=[C:4]([CH3:24])[C:3]([C:1]2[NH:37][C:34]3[CH:35]=[N:36][C:31]([N:28]4[CH2:29][CH2:30][O:25][CH2:26][CH2:27]4)=[CH:32][C:33]=3[N:38]=2)=[CH:22][C:7]=1[C:8]([N:10]1[CH2:11][CH:12]([C:14]2[CH:21]=[CH:20][C:17]([C:18]#[N:19])=[CH:16][CH:15]=2)[CH2:13]1)=[O:9], predict the reactants needed to synthesize it. The reactants are: [CH:1]([C:3]1[C:4]([CH3:24])=[CH:5][C:6]([CH3:23])=[C:7]([CH:22]=1)[C:8]([N:10]1[CH2:13][CH:12]([C:14]2[CH:21]=[CH:20][C:17]([C:18]#[N:19])=[CH:16][CH:15]=2)[CH2:11]1)=[O:9])=O.[O:25]1[CH2:30][CH2:29][N:28]([C:31]2[N:36]=[CH:35][C:34]([NH2:37])=[C:33]([NH2:38])[CH:32]=2)[CH2:27][CH2:26]1.C(=O)(O)[O-].[Na+]. (3) Given the product [O:14]=[C:13]([CH3:15])[CH:12]([N:7]=[N:6][C:4]1[CH:5]=[N:1][NH:2][CH:3]=1)[C:11]([O:17][C:18]([CH3:21])([CH3:20])[CH3:19])=[O:16], predict the reactants needed to synthesize it. The reactants are: [NH:1]1[CH:5]=[C:4]([NH2:6])[CH:3]=[N:2]1.[N:7]([O-])=O.[Na+].[C:11]([O:17][C:18]([CH3:21])([CH3:20])[CH3:19])(=[O:16])[CH2:12][C:13]([CH3:15])=[O:14].C([O-])(=O)C.[Na+]. (4) Given the product [Cl:26][C:18]1[CH:19]=[CH:20][C:21]2[N:22]([CH2:28][C:29]([O:31][CH2:32][C:33]3[CH:38]=[CH:37][CH:36]=[CH:35][CH:34]=3)=[O:30])[N:23]=[N:24][C:25]=2[C:17]=1[O:16][C:14]1[CH:13]=[C:10]([C:11]#[N:12])[CH:9]=[C:8]([Cl:7])[CH:15]=1, predict the reactants needed to synthesize it. The reactants are: CC(C)([O-])C.[Li+].[Cl:7][C:8]1[CH:9]=[C:10]([CH:13]=[C:14]([O:16][C:17]2[C:25]3[N:24]=[N:23][NH:22][C:21]=3[CH:20]=[CH:19][C:18]=2[Cl:26])[CH:15]=1)[C:11]#[N:12].Br[CH2:28][C:29]([O:31][CH2:32][C:33]1[CH:38]=[CH:37][CH:36]=[CH:35][CH:34]=1)=[O:30].